Task: Regression. Given a peptide amino acid sequence and an MHC pseudo amino acid sequence, predict their binding affinity value. This is MHC class I binding data.. Dataset: Peptide-MHC class I binding affinity with 185,985 pairs from IEDB/IMGT (1) The peptide sequence is IEGEETYY. The MHC is Mamu-B17 with pseudo-sequence Mamu-B17. The binding affinity (normalized) is 0. (2) The MHC is HLA-A03:01 with pseudo-sequence HLA-A03:01. The peptide sequence is CTDPPLLSV. The binding affinity (normalized) is 0.0847.